This data is from Full USPTO retrosynthesis dataset with 1.9M reactions from patents (1976-2016). The task is: Predict the reactants needed to synthesize the given product. (1) Given the product [CH3:23][C:24]1[C:29]([C:30]([N:32]2[CH2:37][CH2:36][CH:35]([N:38]3[CH2:39][CH2:40][CH2:41][C@H:42]3[CH2:65][O:66][C:67](=[O:74])[C:68]3[CH:73]=[CH:72][CH:71]=[CH:70][CH:69]=3)[CH2:34][CH2:33]2)=[O:31])=[C:28]([CH3:43])[N:27]=[C:26]([C:44]2[CH:45]=[N:46][CH:47]=[C:48]([C:50]([F:52])([F:53])[F:51])[CH:49]=2)[CH:25]=1, predict the reactants needed to synthesize it. The reactants are: BrC1C=C(C)C(C(N2CCC(N3CCCC3)CC2)=O)=C(C)C=1.[CH3:23][C:24]1[C:29]([C:30]([N:32]2[CH2:37][CH2:36][CH:35]([N:38]3[CH2:42][CH2:41][CH2:40][CH2:39]3)[CH2:34][CH2:33]2)=[O:31])=[C:28]([CH3:43])[N:27]=[C:26]([C:44]2[CH:45]=[N:46][CH:47]=[C:48]([C:50]([F:53])([F:52])[F:51])[CH:49]=2)[CH:25]=1.N1CCC(N2CCC[C@H]2[CH2:65][O:66][C:67](=[O:74])[C:68]2[CH:73]=[CH:72][CH:71]=[CH:70][CH:69]=2)CC1. (2) The reactants are: C(Cl)(=O)C(Cl)=O.CS(C)=O.[OH:11][CH2:12][C:13]1[S:14][C:15]2[C:21]([O:22][CH3:23])=[C:20]([O:24][CH3:25])[C:19]([O:26][CH3:27])=[CH:18][C:16]=2[N:17]=1.[Cl-].[NH4+]. Given the product [CH3:27][O:26][C:19]1[C:20]([O:24][CH3:25])=[C:21]([O:22][CH3:23])[C:15]2[S:14][C:13]([CH:12]=[O:11])=[N:17][C:16]=2[CH:18]=1, predict the reactants needed to synthesize it. (3) Given the product [N:1]1([S:11]([C:14]2[CH:15]=[C:16]3[C:20](=[CH:21][CH:22]=2)[NH:19][C:18](=[O:23])[C:17]3=[CH:34][C:33]2[NH:32][CH:31]=[C:30]3[C:25](=[O:24])[O:26][CH2:27][CH2:28][C:29]=23)(=[O:13])=[O:12])[C:10]2[C:5](=[CH:6][CH:7]=[CH:8][CH:9]=2)[CH2:4][CH2:3][CH2:2]1, predict the reactants needed to synthesize it. The reactants are: [N:1]1([S:11]([C:14]2[CH:15]=[C:16]3[C:20](=[CH:21][CH:22]=2)[NH:19][C:18](=[O:23])[CH2:17]3)(=[O:13])=[O:12])[C:10]2[C:5](=[CH:6][CH:7]=[CH:8][CH:9]=2)[CH2:4][CH2:3][CH2:2]1.[O:24]=[C:25]1[C:30]2=[CH:31][NH:32][C:33]([CH:34]=O)=[C:29]2[CH2:28][CH2:27][O:26]1. (4) Given the product [Cl:17][C:18]1[O:22][C:21]([CH2:23][NH:15][CH2:14][CH:13]([O:12][C:3]2[CH:4]=[CH:5][C:6]3[C:11](=[CH:10][CH:9]=[CH:8][CH:7]=3)[C:2]=2[Cl:1])[CH3:16])=[CH:20][CH:19]=1, predict the reactants needed to synthesize it. The reactants are: [Cl:1][C:2]1[C:11]2[C:6](=[CH:7][CH:8]=[CH:9][CH:10]=2)[CH:5]=[CH:4][C:3]=1[O:12][CH:13]([CH3:16])[CH2:14][NH2:15].[Cl:17][C:18]1[O:22][C:21]([CH:23]=O)=[CH:20][CH:19]=1. (5) Given the product [Br:1][C:2]1[CH:3]=[C:4]2[C:5]([C:9](=[O:11])[CH:10]=[C:17]([C:18]([OH:20])=[O:19])[O:12]2)=[CH:6][C:7]=1[F:8], predict the reactants needed to synthesize it. The reactants are: [Br:1][C:2]1[C:7]([F:8])=[CH:6][C:5]([C:9](=[O:11])[CH3:10])=[C:4]([OH:12])[CH:3]=1.CC[O-].[Na+].[C:17](OCC)(=O)[C:18]([O:20]CC)=[O:19]. (6) Given the product [Cl:19][C:5]1[C:6]([NH:8][CH2:9][CH2:10][C:11]2[CH:16]=[CH:15][CH:14]=[C:13]([O:17][CH3:18])[CH:12]=2)=[N:7][C:2]([NH:20][C:21]2[CH:22]=[C:23]([CH2:27][CH2:28][CH2:29][OH:30])[CH:24]=[CH:25][CH:26]=2)=[N:3][CH:4]=1, predict the reactants needed to synthesize it. The reactants are: Cl[C:2]1[N:7]=[C:6]([NH:8][CH2:9][CH2:10][C:11]2[CH:16]=[CH:15][CH:14]=[C:13]([O:17][CH3:18])[CH:12]=2)[C:5]([Cl:19])=[CH:4][N:3]=1.[NH2:20][C:21]1[CH:22]=[C:23]([CH2:27][CH2:28][CH2:29][OH:30])[CH:24]=[CH:25][CH:26]=1.O.C1(C)C=CC(S(O)(=O)=O)=CC=1.C([O-])(O)=O.[Na+].